From a dataset of Drug-target binding data from BindingDB using Ki measurements. Regression. Given a target protein amino acid sequence and a drug SMILES string, predict the binding affinity score between them. We predict pKi (pKi = -log10(Ki in M); higher means stronger inhibition). Dataset: bindingdb_ki. The compound is O=C1OC(c2ccc(O)c(I)c2)(c2ccc(O)c(I)c2)c2c1ccc1ccccc21. The target protein (P0CS13) has sequence MTATIDDQEKNQRSNPDHEEYQYLDLIRRIINVGEVRPDRTGTGTVALFAPPSFRFSLADNTLPLLTTKRVFLRGVIAELLWFVSGCTDAKMLSSQGVGIWDGNGSKEFLEKVGLGHRREGDLGPVYGFQWRHFGAEYTDADGDYKGKGVDQLQRVIDTIKNNPTDRRIILSAWNPKDLPLMALPPCHMFCQFFVSLPPADSPGSKPKLSCLMYQRSCDLGLGVPFNIASYALLTHMIALITDTEPHEFILQMGDAHVYRDHVEPLKTQLEREPRDFPKLKWARSKEEIGDIDGFKVEDFVVEGYKPWGKIDMKMSA. The pKi is 5.3.